This data is from Peptide-MHC class I binding affinity with 185,985 pairs from IEDB/IMGT. The task is: Regression. Given a peptide amino acid sequence and an MHC pseudo amino acid sequence, predict their binding affinity value. This is MHC class I binding data. The peptide sequence is PAIIPDREVL. The MHC is Patr-B0101 with pseudo-sequence Patr-B0101. The binding affinity (normalized) is 0.